From a dataset of NCI-60 drug combinations with 297,098 pairs across 59 cell lines. Regression. Given two drug SMILES strings and cell line genomic features, predict the synergy score measuring deviation from expected non-interaction effect. (1) Drug 1: CC1=C2C(C(=O)C3(C(CC4C(C3C(C(C2(C)C)(CC1OC(=O)C(C(C5=CC=CC=C5)NC(=O)OC(C)(C)C)O)O)OC(=O)C6=CC=CC=C6)(CO4)OC(=O)C)OC)C)OC. Drug 2: C(CCl)NC(=O)N(CCCl)N=O. Cell line: HOP-92. Synergy scores: CSS=31.3, Synergy_ZIP=-4.34, Synergy_Bliss=2.19, Synergy_Loewe=-11.0, Synergy_HSA=5.49. (2) Drug 1: C1=NC2=C(N=C(N=C2N1C3C(C(C(O3)CO)O)O)F)N. Drug 2: CCN(CC)CCCC(C)NC1=C2C=C(C=CC2=NC3=C1C=CC(=C3)Cl)OC. Cell line: K-562. Synergy scores: CSS=8.34, Synergy_ZIP=2.23, Synergy_Bliss=3.71, Synergy_Loewe=-38.3, Synergy_HSA=0.579. (3) Drug 1: C1CCN(CC1)CCOC2=CC=C(C=C2)C(=O)C3=C(SC4=C3C=CC(=C4)O)C5=CC=C(C=C5)O. Drug 2: C1=C(C(=O)NC(=O)N1)F. Cell line: OVCAR-8. Synergy scores: CSS=29.6, Synergy_ZIP=1.11, Synergy_Bliss=0.0816, Synergy_Loewe=-0.0265, Synergy_HSA=0.461.